This data is from Peptide-MHC class I binding affinity with 185,985 pairs from IEDB/IMGT. The task is: Regression. Given a peptide amino acid sequence and an MHC pseudo amino acid sequence, predict their binding affinity value. This is MHC class I binding data. (1) The peptide sequence is WANFKFRDLLF. The MHC is H-2-Kb with pseudo-sequence H-2-Kb. The binding affinity (normalized) is 0.568. (2) The peptide sequence is TAFTIPSI. The MHC is HLA-B27:05 with pseudo-sequence HLA-B27:05. The binding affinity (normalized) is 0. (3) The peptide sequence is TTANISLTAI. The MHC is HLA-A68:02 with pseudo-sequence HLA-A68:02. The binding affinity (normalized) is 1.00. (4) The peptide sequence is VHFRNQVKI. The MHC is HLA-A24:02 with pseudo-sequence HLA-A24:02. The binding affinity (normalized) is 0.0847. (5) The peptide sequence is THEGVVCAL. The MHC is HLA-B57:01 with pseudo-sequence HLA-B57:01. The binding affinity (normalized) is 0.213. (6) The peptide sequence is RRAARAEYL. The MHC is Patr-B1301 with pseudo-sequence Patr-B1301. The binding affinity (normalized) is 0.380.